From a dataset of Full USPTO retrosynthesis dataset with 1.9M reactions from patents (1976-2016). Predict the reactants needed to synthesize the given product. The reactants are: [O:1]=[C:2]1[CH2:7][NH:6][CH2:5][CH2:4][N:3]1[CH2:8][CH2:9][C:10]([O:12][CH2:13][CH3:14])=[O:11].CCN(C(C)C)C(C)C.Cl[C:25]([O:27][C:28]1[CH:33]=[CH:32][C:31]([N+:34]([O-:36])=[O:35])=[CH:30][CH:29]=1)=[O:26]. Given the product [CH2:13]([O:12][C:10](=[O:11])[CH2:9][CH2:8][N:3]1[CH2:4][CH2:5][N:6]([C:25]([O:27][C:28]2[CH:29]=[CH:30][C:31]([N+:34]([O-:36])=[O:35])=[CH:32][CH:33]=2)=[O:26])[CH2:7][C:2]1=[O:1])[CH3:14], predict the reactants needed to synthesize it.